The task is: Regression. Given two drug SMILES strings and cell line genomic features, predict the synergy score measuring deviation from expected non-interaction effect.. This data is from NCI-60 drug combinations with 297,098 pairs across 59 cell lines. Drug 1: CC1C(C(=O)NC(C(=O)N2CCCC2C(=O)N(CC(=O)N(C(C(=O)O1)C(C)C)C)C)C(C)C)NC(=O)C3=C4C(=C(C=C3)C)OC5=C(C(=O)C(=C(C5=N4)C(=O)NC6C(OC(=O)C(N(C(=O)CN(C(=O)C7CCCN7C(=O)C(NC6=O)C(C)C)C)C)C(C)C)C)N)C. Drug 2: CC12CCC3C(C1CCC2OP(=O)(O)O)CCC4=C3C=CC(=C4)OC(=O)N(CCCl)CCCl.[Na+]. Cell line: HOP-92. Synergy scores: CSS=38.8, Synergy_ZIP=24.3, Synergy_Bliss=23.9, Synergy_Loewe=5.36, Synergy_HSA=21.2.